Dataset: Full USPTO retrosynthesis dataset with 1.9M reactions from patents (1976-2016). Task: Predict the reactants needed to synthesize the given product. Given the product [Cl:40][C:41]1[CH:42]=[C:43]([NH:44][C:26]2[C:27]3[CH:37]=[CH:36][C:35]([C:38]#[N:39])=[CH:34][C:28]=3[S:29][C:30]=2[N+:31]([O-:33])=[O:32])[CH:45]=[CH:46][C:47]=1[F:48], predict the reactants needed to synthesize it. The reactants are: [N+]([O-])([O-])=O.[K+].C(OC(=O)C)(=O)C.[N+]([O-])([O-])=O.[K+].C(O)(C(F)(F)F)=O.Br[C:26]1[C:27]2[CH:37]=[CH:36][C:35]([C:38]#[N:39])=[CH:34][C:28]=2[S:29][C:30]=1[N+:31]([O-:33])=[O:32].[Cl:40][C:41]1[CH:42]=[C:43]([CH:45]=[CH:46][C:47]=1[F:48])[NH2:44].